From a dataset of Peptide-MHC class I binding affinity with 185,985 pairs from IEDB/IMGT. Regression. Given a peptide amino acid sequence and an MHC pseudo amino acid sequence, predict their binding affinity value. This is MHC class I binding data. (1) The peptide sequence is YVVIVENDNV. The MHC is HLA-A02:03 with pseudo-sequence HLA-A02:03. The binding affinity (normalized) is 0.140. (2) The peptide sequence is LQDDFDFNY. The MHC is HLA-B27:03 with pseudo-sequence HLA-B27:03. The binding affinity (normalized) is 0.0847. (3) The peptide sequence is RRVIRGEQL. The MHC is Mamu-B08 with pseudo-sequence Mamu-B08. The binding affinity (normalized) is 0.532. (4) The binding affinity (normalized) is 0.0833. The peptide sequence is MCHEGINPNM. The MHC is H-2-Kb with pseudo-sequence H-2-Kb.